Regression. Given a peptide amino acid sequence and an MHC pseudo amino acid sequence, predict their binding affinity value. This is MHC class I binding data. From a dataset of Peptide-MHC class I binding affinity with 185,985 pairs from IEDB/IMGT. (1) The peptide sequence is IYWLIFWRF. The MHC is HLA-A02:03 with pseudo-sequence HLA-A02:03. The binding affinity (normalized) is 0.0847. (2) The peptide sequence is NTGMGMYYPT. The MHC is HLA-A02:03 with pseudo-sequence HLA-A02:03. The binding affinity (normalized) is 0.0804. (3) The peptide sequence is GGQQKNSQK. The MHC is HLA-A11:01 with pseudo-sequence HLA-A11:01. The binding affinity (normalized) is 0.319. (4) The peptide sequence is FLEQGGFKA. The MHC is HLA-A31:01 with pseudo-sequence HLA-A31:01. The binding affinity (normalized) is 0.0847. (5) The peptide sequence is RYPLTFGW. The MHC is HLA-A32:01 with pseudo-sequence HLA-A32:01. The binding affinity (normalized) is 0.230.